This data is from Catalyst prediction with 721,799 reactions and 888 catalyst types from USPTO. The task is: Predict which catalyst facilitates the given reaction. Reactant: C(OC([N:8]1[CH2:13][CH2:12][CH:11]([O:14][C:15]2[CH:20]=[CH:19][C:18]([F:21])=[CH:17][CH:16]=2)[CH2:10][CH2:9]1)=O)(C)(C)C.FC(F)(F)C(O)=O. Product: [F:21][C:18]1[CH:19]=[CH:20][C:15]([O:14][CH:11]2[CH2:10][CH2:9][NH:8][CH2:13][CH2:12]2)=[CH:16][CH:17]=1. The catalyst class is: 4.